From a dataset of Forward reaction prediction with 1.9M reactions from USPTO patents (1976-2016). Predict the product of the given reaction. (1) Given the reactants [NH2:1][C:2]1[NH:6][N:5]=[C:4]([NH:7][C:8]2[CH:13]=[CH:12][C:11]([N:14]3[CH2:19][C@@H:18]([CH3:20])[O:17][C@@H:16]([CH3:21])[CH2:15]3)=[C:10]([Cl:22])[CH:9]=2)[C:3]=1[C:23]([NH2:25])=[O:24].[CH3:26][C:27]1[CH:28]=[C:29]([CH:32]=[C:33]([CH3:36])[C:34]=1[OH:35])[CH:30]=O.[BH4-].[Na+].O, predict the reaction product. The product is: [Cl:22][C:10]1[CH:9]=[C:8]([NH:7][C:4]2[C:3]([C:23]([NH2:25])=[O:24])=[C:2]([NH:1][CH2:30][C:29]3[CH:32]=[C:33]([CH3:36])[C:34]([OH:35])=[C:27]([CH3:26])[CH:28]=3)[NH:6][N:5]=2)[CH:13]=[CH:12][C:11]=1[N:14]1[CH2:19][C@@H:18]([CH3:20])[O:17][C@@H:16]([CH3:21])[CH2:15]1. (2) Given the reactants [CH3:1][C:2]1[CH:44]=[CH:43][C:5]([O:6][C@@H:7]([CH2:17][C:18]2[CH:23]=[CH:22][C:21]([O:24][CH2:25][CH2:26][O:27][N:28]=[C:29]([C:31]3[CH:36]=[CH:35][C:34]([C:37]4[CH:42]=[CH:41][CH:40]=[CH:39][N:38]=4)=[CH:33][CH:32]=3)[CH3:30])=[CH:20][CH:19]=2)[C:8]([O:10]CC[Si](C)(C)C)=[O:9])=[CH:4][CH:3]=1.[F-].C([N+](CCCC)(CCCC)CCCC)CCC, predict the reaction product. The product is: [CH3:1][C:2]1[CH:44]=[CH:43][C:5]([O:6][C@@H:7]([CH2:17][C:18]2[CH:19]=[CH:20][C:21]([O:24][CH2:25][CH2:26][O:27][N:28]=[C:29]([C:31]3[CH:36]=[CH:35][C:34]([C:37]4[CH:42]=[CH:41][CH:40]=[CH:39][N:38]=4)=[CH:33][CH:32]=3)[CH3:30])=[CH:22][CH:23]=2)[C:8]([OH:10])=[O:9])=[CH:4][CH:3]=1. (3) Given the reactants [Cl:1][C:2]1[CH:3]=[C:4]([CH:19]=[CH:20][C:21]=1[Cl:22])[O:5][CH2:6][C:7]1[CH:8]=[C:9]([N+:16]([O-])=O)[CH:10]=[C:11]([N+:13]([O-])=O)[CH:12]=1.O.NN, predict the reaction product. The product is: [Cl:1][C:2]1[CH:3]=[C:4]([CH:19]=[CH:20][C:21]=1[Cl:22])[O:5][CH2:6][C:7]1[CH:8]=[C:9]([NH2:16])[CH:10]=[C:11]([NH2:13])[CH:12]=1.